Dataset: Full USPTO retrosynthesis dataset with 1.9M reactions from patents (1976-2016). Task: Predict the reactants needed to synthesize the given product. Given the product [Cl:7][C:8]1[CH:9]=[CH:10][C:11]([O:18][CH2:20][CH2:21][CH2:22][C:23]([OH:25])=[O:24])=[C:12]([C:13]([NH:15][CH3:16])=[O:14])[CH:17]=1, predict the reactants needed to synthesize it. The reactants are: CC(C)([O-])C.[K+].[Cl:7][C:8]1[CH:9]=[CH:10][C:11]([OH:18])=[C:12]([CH:17]=1)[C:13]([NH:15][CH3:16])=[O:14].Br[CH2:20][CH2:21][CH2:22][C:23]([O:25]CC)=[O:24].[OH-].[Na+].Cl.